Dataset: Full USPTO retrosynthesis dataset with 1.9M reactions from patents (1976-2016). Task: Predict the reactants needed to synthesize the given product. (1) Given the product [F:1][C:2]1[CH:3]=[C:4]([CH:39]=[CH:40][C:41]=1[F:42])[CH2:5][NH:6][C:7]([C:9]1[CH:10]=[CH:11][C:12]([F:38])=[C:13]([NH:15][C:16]([C:18]2[N:22]3[CH:23]=[CH:24][C:25]([C:27]4[CH:36]=[CH:35][C:30]([C:31]([OH:33])=[O:32])=[C:29]([F:37])[CH:28]=4)=[CH:26][C:21]3=[N:20][CH:19]=2)=[O:17])[CH:14]=1)=[O:8], predict the reactants needed to synthesize it. The reactants are: [F:1][C:2]1[CH:3]=[C:4]([CH:39]=[CH:40][C:41]=1[F:42])[CH2:5][NH:6][C:7]([C:9]1[CH:10]=[CH:11][C:12]([F:38])=[C:13]([NH:15][C:16]([C:18]2[N:22]3[CH:23]=[CH:24][C:25]([C:27]4[CH:36]=[CH:35][C:30]([C:31]([O:33]C)=[O:32])=[C:29]([F:37])[CH:28]=4)=[CH:26][C:21]3=[N:20][CH:19]=2)=[O:17])[CH:14]=1)=[O:8].[OH-].[Na+]. (2) Given the product [CH3:31][N:27]1[CH2:28][CH2:29][CH2:30][N:24]([C:21]2[CH:22]=[CH:23][C:18]([N:13]3[C:14](=[O:17])[C:15]4[S:16][C:8]([C:2]5[CH:3]([CH3:7])[O:4][CH2:5][CH:6]=5)=[CH:9][C:10]=4[N:11]=[CH:12]3)=[CH:19][CH:20]=2)[CH2:25][CH2:26]1, predict the reactants needed to synthesize it. The reactants are: O[C:2]1([C:8]2[S:16][C:15]3[C:14](=[O:17])[N:13]([C:18]4[CH:23]=[CH:22][C:21]([N:24]5[CH2:30][CH2:29][CH2:28][N:27]([CH3:31])[CH2:26][CH2:25]5)=[CH:20][CH:19]=4)[CH:12]=[N:11][C:10]=3[CH:9]=2)[CH2:6][CH2:5][O:4][CH:3]1[CH3:7].C1(C)C=CC(S(O)(=O)=O)=CC=1.